This data is from Full USPTO retrosynthesis dataset with 1.9M reactions from patents (1976-2016). The task is: Predict the reactants needed to synthesize the given product. (1) Given the product [C:28]([C:25]1[N:26]=[CH:27][C:22]2[N:21]([CH2:30][O:31][CH2:32][CH2:33][Si:34]([CH3:35])([CH3:36])[CH3:37])[C:20]3[N:38]=[CH:39][C:17]([C:14]4[CH:15]=[CH:16][C:11]([CH2:10][N:9]5[CH:7]6[CH2:6][CH2:5][CH:4]5[CH2:3][CH:2]([O:1][C:45]([N:42]5[CH:41]=[CH:40][N:44]=[CH:43]5)=[S:46])[CH2:8]6)=[CH:12][CH:13]=4)=[CH:18][C:19]=3[C:23]=2[CH:24]=1)#[N:29], predict the reactants needed to synthesize it. The reactants are: [OH:1][CH:2]1[CH2:8][CH:7]2[N:9]([CH2:10][C:11]3[CH:16]=[CH:15][C:14]([C:17]4[CH:39]=[N:38][C:20]5[N:21]([CH2:30][O:31][CH2:32][CH2:33][Si:34]([CH3:37])([CH3:36])[CH3:35])[C:22]6[CH:27]=[N:26][C:25]([C:28]#[N:29])=[CH:24][C:23]=6[C:19]=5[CH:18]=4)=[CH:13][CH:12]=3)[CH:4]([CH2:5][CH2:6]2)[CH2:3]1.[CH:40]1[N:44]=[CH:43][N:42]([C:45](N2C=NC=C2)=[S:46])[CH:41]=1. (2) Given the product [CH3:1][C:2]1[CH:3]=[C:4]([CH:5]=[CH:6][C:7]=1[N+:8]([O-:10])=[O:9])[CH:11]=[O:12], predict the reactants needed to synthesize it. The reactants are: [CH3:1][C:2]1[CH:3]=[C:4]([CH2:11][OH:12])[CH:5]=[CH:6][C:7]=1[N+:8]([O-:10])=[O:9].